This data is from Full USPTO retrosynthesis dataset with 1.9M reactions from patents (1976-2016). The task is: Predict the reactants needed to synthesize the given product. (1) Given the product [CH2:30]([O:29][C:27]([CH:26]1[C:11](=[O:14])[CH2:10][CH2:9][N:8]([C:6]([O:5][C:1]([CH3:2])([CH3:4])[CH3:3])=[O:7])[CH2:13][CH2:12]1)=[O:28])[CH3:31], predict the reactants needed to synthesize it. The reactants are: [C:1]([O:5][C:6]([N:8]1[CH2:13][CH2:12][C:11](=[O:14])[CH2:10][CH2:9]1)=[O:7])([CH3:4])([CH3:3])[CH3:2].B(F)(F)F.CCOCC.[N+](=[CH:26][C:27]([O:29][CH2:30][CH3:31])=[O:28])=[N-].C(=O)([O-])[O-].[K+].[K+]. (2) Given the product [CH3:13][C:12]1[C:7]([NH:6][C:1]2[CH:5]=[CH:4][C:3]([CH3:2])=[CH:25][CH:24]=2)=[N:8][C:9]([NH:15][CH2:16][C:17]2[CH:22]=[CH:21][CH:20]=[CH:19][N:18]=2)=[N:10][C:11]=1[CH3:14], predict the reactants needed to synthesize it. The reactants are: [CH:1]1([NH:6][C:7]2[C:12]([CH3:13])=[C:11]([CH3:14])[N:10]=[C:9]([NH:15][CH2:16][C:17]3[CH:22]=[CH:21][CH:20]=[CH:19][N:18]=3)[N:8]=2)[CH2:5][CH2:4][CH2:3][CH2:2]1.N[C:24]1C=CC(C)=C[CH:25]=1. (3) Given the product [Cl:1][C:2]1[CH:3]=[C:4]2[C:10]([C:11]3[N:16]=[C:15]([NH:17][CH2:18][C@H:19]4[CH2:24][CH2:23][CH2:22][N:21]([C:49](=[O:50])[CH2:48][CH2:47][O:46][CH3:45])[CH2:20]4)[C:14]([F:25])=[CH:13][N:12]=3)=[CH:9][NH:8][C:5]2=[N:6][CH:7]=1, predict the reactants needed to synthesize it. The reactants are: [Cl:1][C:2]1[CH:3]=[C:4]2[C:10]([C:11]3[N:16]=[C:15]([NH:17][CH2:18][CH:19]4[CH2:24][CH2:23][CH2:22][NH:21][CH2:20]4)[C:14]([F:25])=[CH:13][N:12]=3)=[CH:9][N:8](S(C3C=CC(C)=CC=3)(=O)=O)[C:5]2=[N:6][CH:7]=1.CCN(C(C)C)C(C)C.[CH3:45][O:46][CH2:47][CH2:48][C:49](Cl)=[O:50]. (4) Given the product [CH3:30][N:31]([CH3:32])[CH2:26][C:27]([N:2]([CH3:1])[C:3]1[CH:4]=[CH:5][C:6]([O:17][CH3:18])=[C:7]([NH:9][C:10](=[O:16])[O:11][C:12]([CH3:14])([CH3:15])[CH3:13])[CH:8]=1)=[O:28], predict the reactants needed to synthesize it. The reactants are: [CH3:1][NH:2][C:3]1[CH:4]=[CH:5][C:6]([O:17][CH3:18])=[C:7]([NH:9][C:10](=[O:16])[O:11][C:12]([CH3:15])([CH3:14])[CH3:13])[CH:8]=1.C(=O)([O-])[O-].[K+].[K+].Br[CH2:26][C:27](Cl)=[O:28].[CH3:30][NH:31][CH3:32].C(=O)(O)[O-].[Na+].C(OCC)(=O)C. (5) Given the product [Br:1][C:2]1[CH:11]=[CH:10][CH:9]=[C:8]2[C:3]=1[N:4]=[C:5]([F:14])[C:6]([CH3:12])=[N:7]2, predict the reactants needed to synthesize it. The reactants are: [Br:1][C:2]1[CH:11]=[CH:10][CH:9]=[C:8]2[C:3]=1[N:4]=[C:5](Cl)[C:6]([CH3:12])=[N:7]2.[F-:14].[K+].